Dataset: Catalyst prediction with 721,799 reactions and 888 catalyst types from USPTO. Task: Predict which catalyst facilitates the given reaction. Reactant: [CH3:1][C@@H:2]1[CH2:6][CH2:5][C@@H:4]([C:7](=[O:26])[NH:8][CH2:9][C:10]2[CH:15]=[C:14]([C:16]3[CH:17]=[N:18][C:19]([C:22]([F:25])([F:24])[F:23])=[CH:20][CH:21]=3)[N:13]=[CH:12][N:11]=2)[N:3]1C(OC(C)(C)C)=O.[ClH:34]. Product: [ClH:34].[CH3:1][C@H:2]1[NH:3][C@H:4]([C:7]([NH:8][CH2:9][C:10]2[CH:15]=[C:14]([C:16]3[CH:17]=[N:18][C:19]([C:22]([F:25])([F:23])[F:24])=[CH:20][CH:21]=3)[N:13]=[CH:12][N:11]=2)=[O:26])[CH2:5][CH2:6]1. The catalyst class is: 12.